From a dataset of Full USPTO retrosynthesis dataset with 1.9M reactions from patents (1976-2016). Predict the reactants needed to synthesize the given product. (1) Given the product [N:1]1([CH2:16][NH:15][CH:10]2[CH2:14][CH2:13][CH2:12][CH2:11]2)[C:5]2[CH:6]=[CH:7][CH:8]=[CH:9][C:4]=2[N:3]=[N:2]1, predict the reactants needed to synthesize it. The reactants are: [NH:1]1[C:5]2[CH:6]=[CH:7][CH:8]=[CH:9][C:4]=2[N:3]=[N:2]1.[CH:10]1([NH2:15])[CH2:14][CH2:13][CH2:12][CH2:11]1.[CH2:16]=O. (2) Given the product [F:4][C:5]1[CH:10]=[CH:9][C:8]([C:11]2[O:12][C:13]3[CH:23]=[CH:22][C:21]([C:24]4[CH:33]=[CH:32][CH:31]=[C:26]([C:27]5[O:29][N:40]=[C:36]([CH:37]([CH3:39])[CH3:38])[N:35]=5)[CH:25]=4)=[CH:20][C:14]=3[C:15]=2[C:16]([NH:17][CH3:18])=[O:19])=[CH:7][CH:6]=1, predict the reactants needed to synthesize it. The reactants are: C[O-].[Na+].[F:4][C:5]1[CH:10]=[CH:9][C:8]([C:11]2[O:12][C:13]3[CH:23]=[CH:22][C:21]([C:24]4[CH:25]=[C:26]([CH:31]=[CH:32][CH:33]=4)[C:27]([O:29]C)=O)=[CH:20][C:14]=3[C:15]=2[C:16](=[O:19])[NH:17][CH3:18])=[CH:7][CH:6]=1.O/[N:35]=[C:36](\[NH2:40])/[CH:37]([CH3:39])[CH3:38]. (3) Given the product [Cl:11][C:5]1[N:4]=[N:3][C:2]([OH:12])=[C:7]([C:8]([OH:10])=[O:9])[CH:6]=1, predict the reactants needed to synthesize it. The reactants are: Cl[C:2]1[N:3]=[N:4][C:5]([Cl:11])=[CH:6][C:7]=1[C:8]([OH:10])=[O:9].[OH-:12].[Na+]. (4) Given the product [CH3:1][O:2][C:3]1[CH:4]=[CH:5][C:6]([C:9]([C:24]2[CH:25]=[CH:26][C:27]([O:30][CH3:31])=[CH:28][CH:29]=2)([C:18]2[CH:23]=[CH:22][CH:21]=[CH:20][CH:19]=2)[O:10][CH2:11][C@@H:12]2[C@@H:16]([O:17][CH3:35])[CH2:15][CH2:14][O:13]2)=[CH:7][CH:8]=1, predict the reactants needed to synthesize it. The reactants are: [CH3:1][O:2][C:3]1[CH:8]=[CH:7][C:6]([C:9]([C:24]2[CH:29]=[CH:28][C:27]([O:30][CH3:31])=[CH:26][CH:25]=2)([C:18]2[CH:23]=[CH:22][CH:21]=[CH:20][CH:19]=2)[O:10][CH2:11][C@@H:12]2[C@@H:16]([OH:17])[CH2:15][CH2:14][O:13]2)=[CH:5][CH:4]=1.[H-].[Na+].I[CH3:35].